Dataset: Full USPTO retrosynthesis dataset with 1.9M reactions from patents (1976-2016). Task: Predict the reactants needed to synthesize the given product. (1) Given the product [NH2:36][C:13]1[CH:14]=[CH:15][CH:16]=[C:17]2[C:21]=1[NH:20][CH:19]=[CH:18]2, predict the reactants needed to synthesize it. The reactants are: C([Li])CCC.CCCCCC.Br[C:13]1[CH:14]=[CH:15][CH:16]=[C:17]2[C:21]=1[NH:20][CH:19]=[CH:18]2.C1(P([N:36]=[N+]=[N-])(C2C=CC=CC=2)=O)C=CC=CC=1.[H-].COCCO[Al+]OCCOC.[Na+].[H-].C1(C)C=CC=CC=1.P([O-])([O-])([O-])=O. (2) Given the product [CH3:34][CH2:33][O:37][C:12]([CH3:7])=[O:13].[CH3:10][CH2:11][CH2:2][CH2:3][CH2:4][CH3:5], predict the reactants needed to synthesize it. The reactants are: Br[C:2]1[CH:11]=[CH:10]C=C2[C:3]=1[CH:4]=[CH:5]C=[C:7]2[CH2:12][OH:13].C1C=CC(P(C2C=CC=CC=2)C2C=CC=CC=2)=CC=1.[C:33]([O:37]C(NC(NC(OC(C)(C)C)=O)=N)=O)(C)(C)[CH3:34].CC(OC(/N=N/C(OC(C)C)=O)=O)C. (3) Given the product [C:1]([C:5]1[CH:6]=[C:7]([NH:27][S:28]([CH3:31])(=[O:30])=[O:29])[C:8]([O:25][CH3:26])=[C:9]([NH:11][C:12]([C:14]2[N:15]([CH3:24])[C:16]3[C:21]([CH:22]=2)=[CH:20][CH:19]=[CH:18][C:17]=3[C:41]([O:44][CH3:45])=[O:43])=[O:13])[CH:10]=1)([CH3:4])([CH3:3])[CH3:2], predict the reactants needed to synthesize it. The reactants are: [C:1]([C:5]1[CH:6]=[C:7]([NH:27][S:28]([CH3:31])(=[O:30])=[O:29])[C:8]([O:25][CH3:26])=[C:9]([NH:11][C:12]([C:14]2[N:15]([CH3:24])[C:16]3[C:21]([CH:22]=2)=[CH:20][CH:19]=[CH:18][C:17]=3Br)=[O:13])[CH:10]=1)([CH3:4])([CH3:3])[CH3:2].C(N(CC)CC)C.[C]=O.[C:41]([O:44][CH2:45]C)(=[O:43])C. (4) Given the product [NH2:21][C:14]1[N:13]=[C:12]([NH:11][CH2:10][CH2:9][NH:8][C:5]2[N:4]=[C:3]([C:22]3[CH:27]=[CH:26][C:25]([Cl:28])=[CH:24][C:23]=3[Cl:29])[C:2]([N:1]3[C:33](=[O:34])[CH2:32][CH2:31][C:30]3=[O:36])=[CH:7][N:6]=2)[CH:17]=[CH:16][C:15]=1[N+:18]([O-:20])=[O:19], predict the reactants needed to synthesize it. The reactants are: [NH2:1][C:2]1[C:3]([C:22]2[CH:27]=[CH:26][C:25]([Cl:28])=[CH:24][C:23]=2[Cl:29])=[N:4][C:5]([NH:8][CH2:9][CH2:10][NH:11][C:12]2[CH:17]=[CH:16][C:15]([N+:18]([O-:20])=[O:19])=[C:14]([NH2:21])[N:13]=2)=[N:6][CH:7]=1.[C:30](O)(=[O:36])[CH2:31][CH2:32][C:33](O)=[O:34].CN(C(ON1N=NC2C=CC=CC1=2)=[N+](C)C)C.F[P-](F)(F)(F)(F)F.C(N(CC)C(C)C)(C)C. (5) Given the product [F:12][C:11]([F:13])([F:14])[CH2:10][CH2:9][C:8](=[O:15])[CH2:7][CH2:6][CH:2]=[O:1], predict the reactants needed to synthesize it. The reactants are: [O:1]1CCO[CH:2]1[CH2:6][CH2:7][C:8](=[O:15])[CH2:9][CH2:10][C:11]([F:14])([F:13])[F:12].Cl.O1CCOCC1. (6) Given the product [Cl:1][C:2]1[C:3]([N:20]2[CH2:25][CH2:24][CH:23]([C:26](=[O:28])[NH:41][S:38]([CH2:37][C:34]3[CH:35]=[CH:36][C:31]([O:30][CH3:29])=[CH:32][CH:33]=3)(=[O:39])=[O:40])[CH2:22][CH2:21]2)=[N:4][C:5]([CH2:13][N:14]2[CH2:18][CH2:17][CH2:16][C:15]2=[O:19])=[C:6]([CH:7]=1)[C:8]([O:10][CH2:11][CH3:12])=[O:9], predict the reactants needed to synthesize it. The reactants are: [Cl:1][C:2]1[C:3]([N:20]2[CH2:25][CH2:24][CH:23]([C:26]([OH:28])=O)[CH2:22][CH2:21]2)=[N:4][C:5]([CH2:13][N:14]2[CH2:18][CH2:17][CH2:16][C:15]2=[O:19])=[C:6]([C:8]([O:10][CH2:11][CH3:12])=[O:9])[CH:7]=1.[CH3:29][O:30][C:31]1[CH:36]=[CH:35][C:34]([CH2:37][S:38]([NH2:41])(=[O:40])=[O:39])=[CH:33][CH:32]=1.